The task is: Regression. Given a peptide amino acid sequence and an MHC pseudo amino acid sequence, predict their binding affinity value. This is MHC class II binding data.. This data is from Peptide-MHC class II binding affinity with 134,281 pairs from IEDB. (1) The peptide sequence is KSSKPLVGPFNFRFMSKGGM. The MHC is DRB1_0401 with pseudo-sequence DRB1_0401. The binding affinity (normalized) is 0.469. (2) The MHC is HLA-DQA10501-DQB10402 with pseudo-sequence HLA-DQA10501-DQB10402. The binding affinity (normalized) is 0.515. The peptide sequence is LELLQRRFGGTVIRN.